This data is from Forward reaction prediction with 1.9M reactions from USPTO patents (1976-2016). The task is: Predict the product of the given reaction. (1) Given the reactants [Si]([O:18][CH2:19][C:20]([CH3:49])([CH3:48])[CH:21]([NH:33][C:34]([N:36]1[CH2:41][C:40](=[O:42])[NH:39][C:38]2[CH:43]=[C:44]([CH3:47])[CH:45]=[N:46][C:37]1=2)=[O:35])[C:22]1[CH:27]=[CH:26][C:25]([O:28][C:29]([F:32])([F:31])[F:30])=[CH:24][CH:23]=1)(C(C)(C)C)(C1C=CC=CC=1)C1C=CC=CC=1.C(O)(=O)C.[F-].C([N+](CCCC)(CCCC)CCCC)CCC.O1CCCC1, predict the reaction product. The product is: [OH:18][CH2:19][C:20]([CH3:49])([CH3:48])[CH:21]([NH:33][C:34]([N:36]1[CH2:41][C:40](=[O:42])[NH:39][C:38]2[CH:43]=[C:44]([CH3:47])[CH:45]=[N:46][C:37]1=2)=[O:35])[C:22]1[CH:23]=[CH:24][C:25]([O:28][C:29]([F:32])([F:30])[F:31])=[CH:26][CH:27]=1. (2) Given the reactants CC1C=CC(S(N[C@H:12]([C:23]([NH:25][CH2:26][CH2:27][CH2:28][CH2:29][C@H:30]([N:34]([S:39]([C:42]2[CH:47]=[CH:46][C:45]([CH3:48])=[CH:44][CH:43]=2)(=[O:41])=[O:40])[CH2:35][CH:36]([CH3:38])[CH3:37])[C:31]([OH:33])=[O:32])=S)[CH2:13][C:14]2[C:22]3[C:17](=[CH:18][CH:19]=[CH:20][CH:21]=3)[NH:16][CH:15]=2)(=O)=O)=CC=1.[N:49]#[C:50][NH2:51].[NH4+:52].[Cl-], predict the reaction product. The product is: [CH3:48][C:45]1[CH:46]=[CH:47][C:42]([S:39]([NH:52][C@H:12]([C:23]([NH:49][C:50]#[N:51])=[N:25][CH2:26][CH2:27][CH2:28][CH2:29][C@H:30]([N:34]([S:39]([C:42]2[CH:43]=[CH:44][C:45]([CH3:48])=[CH:46][CH:47]=2)(=[O:40])=[O:41])[CH2:35][CH:36]([CH3:37])[CH3:38])[C:31]([OH:33])=[O:32])[CH2:13][C:14]2[C:22]3[C:17](=[CH:18][CH:19]=[CH:20][CH:21]=3)[NH:16][CH:15]=2)(=[O:41])=[O:40])=[CH:43][CH:44]=1. (3) Given the reactants [O:1]1[C:5]2[CH:6]=[CH:7][C:8]([C:10](=O)[C:11]#[C:12][CH2:13][C:14]3([C:22]4[CH:27]=[CH:26][CH:25]=[C:24]([Cl:28])[CH:23]=4)[O:18][C:17]([CH3:20])([CH3:19])[O:16][C:15]3=[O:21])=[CH:9][C:4]=2[O:3][CH2:2]1.[Cl:30][C:31]1[CH:36]=[CH:35][C:34]([Cl:37])=[CH:33][C:32]=1[NH:38][NH2:39], predict the reaction product. The product is: [O:1]1[C:5]2[CH:6]=[CH:7][C:8]([C:10]3[N:38]([C:32]4[CH:33]=[C:34]([Cl:37])[CH:35]=[CH:36][C:31]=4[Cl:30])[N:39]=[C:12]([CH2:13][C:14]4([C:22]5[CH:27]=[CH:26][CH:25]=[C:24]([Cl:28])[CH:23]=5)[O:18][C:17]([CH3:20])([CH3:19])[O:16][C:15]4=[O:21])[CH:11]=3)=[CH:9][C:4]=2[O:3][CH2:2]1. (4) Given the reactants CCCCCC.[OH:7][CH:8]1[CH:13]([C:14]2[CH:19]=[CH:18][C:17]([OH:20])=[CH:16][CH:15]=2)[CH2:12][CH2:11][N:10]([C:21]([O:23][C:24]([CH3:27])([CH3:26])[CH3:25])=[O:22])[CH2:9]1.C(=O)([O-])[O-].[K+].[K+].[CH2:34](Br)[C:35]1[CH:40]=[CH:39][CH:38]=[CH:37][CH:36]=1, predict the reaction product. The product is: [CH2:34]([O:20][C:17]1[CH:16]=[CH:15][C:14]([CH:13]2[CH2:12][CH2:11][N:10]([C:21]([O:23][C:24]([CH3:27])([CH3:26])[CH3:25])=[O:22])[CH2:9][CH:8]2[OH:7])=[CH:19][CH:18]=1)[C:35]1[CH:40]=[CH:39][CH:38]=[CH:37][CH:36]=1. (5) Given the reactants [F:1][C:2]1[CH:8]=[CH:7][C:6]([F:9])=[CH:5][C:3]=1[NH2:4].[C:10]([C:16]([O:18][CH3:19])=[O:17])#[C:11][C:12]([O:14][CH3:15])=[O:13], predict the reaction product. The product is: [F:1][C:2]1[CH:8]=[CH:7][C:6]([F:9])=[CH:5][C:3]=1[NH:4]/[C:11](=[CH:10]/[C:16]([O:18][CH3:19])=[O:17])/[C:12]([O:14][CH3:15])=[O:13]. (6) Given the reactants [NH2:1][C:2]1[CH:3]=[C:4]([CH2:16][CH2:17][C:18]2[CH:19]=[C:20]([NH:24][C:25](=[O:31])[O:26][C:27]([CH3:30])([CH3:29])[CH3:28])[CH:21]=[CH:22][CH:23]=2)[CH:5]=[C:6]([S:8]([NH:11][C:12]([CH3:15])([CH3:14])[CH3:13])(=[O:10])=[O:9])[CH:7]=1.[Br:32][C:33]1[C:34](Cl)=[N:35][C:36]([Cl:39])=[N:37][CH:38]=1, predict the reaction product. The product is: [Br:32][C:33]1[C:34]([NH:1][C:2]2[CH:3]=[C:4]([CH2:16][CH2:17][C:18]3[CH:19]=[C:20]([NH:24][C:25](=[O:31])[O:26][C:27]([CH3:30])([CH3:29])[CH3:28])[CH:21]=[CH:22][CH:23]=3)[CH:5]=[C:6]([S:8]([NH:11][C:12]([CH3:14])([CH3:15])[CH3:13])(=[O:10])=[O:9])[CH:7]=2)=[N:35][C:36]([Cl:39])=[N:37][CH:38]=1.